From a dataset of Catalyst prediction with 721,799 reactions and 888 catalyst types from USPTO. Predict which catalyst facilitates the given reaction. (1) Reactant: [CH3:1][O:2][C:3](=[O:17])[C:4]([N:14]=[N+]=[N-])=[CH:5][C:6]1[CH:11]=[CH:10][C:9]([F:12])=[C:8]([Cl:13])[CH:7]=1. Product: [CH3:1][O:2][C:3]([C:4]1[NH:14][C:11]2[C:6]([CH:5]=1)=[CH:7][C:8]([Cl:13])=[C:9]([F:12])[CH:10]=2)=[O:17]. The catalyst class is: 113. (2) Reactant: [CH2:1]([C:5]1([CH2:30][CH2:31][CH2:32][CH3:33])[C:17]2[CH:16]=[C:15]([C:18]3[CH:19]=[N:20][N:21]([C:23]4[CH:24]=[C:25]([OH:29])[CH:26]=[CH:27][CH:28]=4)[CH:22]=3)[CH:14]=[CH:13][C:12]=2[C:11]2[C:6]1=[CH:7][CH:8]=[CH:9][CH:10]=2)[CH2:2][CH2:3][CH3:4].Br[C:35]1[CH:40]=[CH:39][CH:38]=[CH:37][N:36]=1.N1C=CC=CC=1C(O)=O.[O-]P([O-])([O-])=O.[K+].[K+].[K+]. Product: [CH2:1]([C:5]1([CH2:30][CH2:31][CH2:32][CH3:33])[C:17]2[CH:16]=[C:15]([C:18]3[CH:19]=[N:20][N:21]([C:23]4[CH:24]=[C:25]([CH:26]=[CH:27][CH:28]=4)[O:29][C:35]4[CH:40]=[CH:39][CH:38]=[CH:37][N:36]=4)[CH:22]=3)[CH:14]=[CH:13][C:12]=2[C:11]2[C:6]1=[CH:7][CH:8]=[CH:9][CH:10]=2)[CH2:2][CH2:3][CH3:4]. The catalyst class is: 205. (3) Reactant: [C:1]([O:5][C:6](=[O:25])[CH2:7][O:8][CH2:9][CH2:10][O:11][CH2:12][CH2:13][O:14][CH2:15][CH2:16][O:17][CH2:18][CH2:19]OS(C)(=O)=O)([CH3:4])([CH3:3])[CH3:2].[N-:26]=[N+:27]=[N-:28].[Na+]. Product: [C:1]([O:5][C:6](=[O:25])[CH2:7][O:8][CH2:9][CH2:10][O:11][CH2:12][CH2:13][O:14][CH2:15][CH2:16][O:17][CH2:18][CH2:19][N:26]=[N+:27]=[N-:28])([CH3:4])([CH3:3])[CH3:2]. The catalyst class is: 9. (4) Reactant: [NH2:1][C:2]1[C:3]([C:13]([OH:15])=O)=[N:4][C:5]([Br:12])=[C:6]([C:8]([F:11])([F:10])[F:9])[CH:7]=1.[NH:16]1[C:20]2=[N:21][CH:22]=[CH:23][N:24]=[C:19]2[C:18]([NH2:25])=[N:17]1.CN(C(ON1N=NC2C=CC=NC1=2)=[N+](C)C)C.F[P-](F)(F)(F)(F)F.CN1CCOCC1. Product: [NH2:1][C:2]1[C:3]([C:13]([NH:25][C:18]2[C:19]3=[N:24][CH:23]=[CH:22][N:21]=[C:20]3[NH:16][N:17]=2)=[O:15])=[N:4][C:5]([Br:12])=[C:6]([C:8]([F:9])([F:10])[F:11])[CH:7]=1. The catalyst class is: 18. (5) Reactant: [F:1][C:2]([F:36])([F:35])[C@@H:3]([C:14]1[CH:19]=[CH:18][C:17]([N:20]2[CH2:33][CH2:32][C:22]3([CH2:31][CH2:30][C:25]4(OCC[O:26]4)[CH2:24][CH2:23]3)[C:21]2=[O:34])=[CH:16][CH:15]=1)[O:4][CH2:5][C:6]1[CH:11]=[CH:10][C:9]([O:12][CH3:13])=[CH:8][CH:7]=1.Cl. Product: [F:36][C:2]([F:1])([F:35])[C@@H:3]([C:14]1[CH:15]=[CH:16][C:17]([N:20]2[CH2:33][CH2:32][C:22]3([CH2:31][CH2:30][C:25](=[O:26])[CH2:24][CH2:23]3)[C:21]2=[O:34])=[CH:18][CH:19]=1)[O:4][CH2:5][C:6]1[CH:7]=[CH:8][C:9]([O:12][CH3:13])=[CH:10][CH:11]=1. The catalyst class is: 1. (6) Reactant: Br[C:2]1[C:7]([NH2:8])=[C:6]([Cl:9])[CH:5]=[CH:4][N:3]=1.C[Al](C)C.[CH2:14]1COC[CH2:15]1. Product: [Cl:9][C:6]1[CH:5]=[CH:4][N:3]=[C:2]([CH2:14][CH3:15])[C:7]=1[NH2:8]. The catalyst class is: 73. (7) Reactant: [C:1]([Si:5]([CH3:24])([CH3:23])[O:6][C:7]1[CH:12]=[C:11]([C:13]([CH3:21])([CH3:20])[O:14][SiH2:15][C:16]([CH3:19])([CH3:18])[CH3:17])[CH:10]=[CH:9][C:8]=1[F:22])([CH3:4])([CH3:3])[CH3:2].[Li]C(CC)C.B(OC)(OC)[O:31]C.C(O)(=O)C.OO.O. Product: [C:1]([Si:5]([CH3:24])([CH3:23])[O:6][C:7]1[C:8]([F:22])=[C:9]([OH:31])[CH:10]=[C:11]([C:13]([CH3:21])([CH3:20])[O:14][SiH2:15][C:16]([CH3:19])([CH3:18])[CH3:17])[CH:12]=1)([CH3:4])([CH3:3])[CH3:2]. The catalyst class is: 1. (8) The catalyst class is: 6. Product: [CH:21]([CH:10]([CH2:7][CH:8]=[CH2:9])[C:11]([O:13][CH2:14][CH3:15])=[O:12])([CH2:23][CH3:24])[CH3:22]. Reactant: [Cl-].[Li+].CS(C)=O.[CH2:7]([C:10]([CH:21]([CH2:23][CH3:24])[CH3:22])(C(OCC)=O)[C:11]([O:13][CH2:14][CH3:15])=[O:12])[CH:8]=[CH2:9]. (9) Reactant: [F:1][C:2]1[CH:7]=[CH:6][C:5]([N:8]2[CH2:17][CH2:16][C:15]3[C:10](=[CH:11][CH:12]=[C:13]([O:18]CC4C=CC=CC=4)[CH:14]=3)[CH:9]2[CH2:26][C:27]2[CH:32]=[CH:31][C:30]([O:33][CH2:34][CH2:35][CH:36]3[CH2:41][CH2:40][CH2:39][CH2:38][N:37]3[CH3:42])=[CH:29][CH:28]=2)=[CH:4][CH:3]=1. Product: [F:1][C:2]1[CH:7]=[CH:6][C:5]([N:8]2[CH2:17][CH2:16][C:15]3[C:10](=[CH:11][CH:12]=[C:13]([OH:18])[CH:14]=3)[CH:9]2[CH2:26][C:27]2[CH:32]=[CH:31][C:30]([O:33][CH2:34][CH2:35][CH:36]3[CH2:41][CH2:40][CH2:39][CH2:38][N:37]3[CH3:42])=[CH:29][CH:28]=2)=[CH:4][CH:3]=1. The catalyst class is: 61. (10) Reactant: [Al+3].[Cl-].[Cl-].[Cl-].[C:5](Cl)([CH3:7])=[O:6].[O:9]1[C:13]2[CH:14]=[CH:15][CH:16]=[CH:17][C:12]=2[CH2:11][CH2:10]1. Product: [O:9]1[C:13]2[CH:14]=[CH:15][C:16]([C:5](=[O:6])[CH3:7])=[CH:17][C:12]=2[CH2:11][CH2:10]1. The catalyst class is: 2.